This data is from Forward reaction prediction with 1.9M reactions from USPTO patents (1976-2016). The task is: Predict the product of the given reaction. Given the reactants [CH3:1][O:2][C:3]1[CH:4]=[C:5]2[C:10](=[CH:11][C:12]=1[O:13][CH3:14])[N:9]=[CH:8][CH:7]=[C:6]2[O:15][C:16]1[CH:22]=[CH:21][C:19]([NH2:20])=[CH:18][CH:17]=1.Cl[C:24](Cl)([O:26][C:27](=[O:33])OC(Cl)(Cl)Cl)Cl.[CH2:35]([N:37]([CH2:42][CH3:43])[CH2:38][CH2:39]CO)[CH3:36].C(=O)(O)[O-].[Na+], predict the reaction product. The product is: [CH3:1][O:2][C:3]1[CH:4]=[C:5]2[C:10](=[CH:11][C:12]=1[O:13][CH3:14])[N:9]=[CH:8][CH:7]=[C:6]2[O:15][C:16]1[CH:22]=[CH:21][C:19]([NH:20][C:27](=[O:33])[O:26][CH2:24][CH2:36][CH2:35][N:37]([CH2:42][CH3:43])[CH2:38][CH3:39])=[CH:18][CH:17]=1.